Predict the reactants needed to synthesize the given product. From a dataset of Full USPTO retrosynthesis dataset with 1.9M reactions from patents (1976-2016). (1) The reactants are: [F:1][C:2]([F:47])([F:46])[C:3]1[CH:4]=[C:5]([CH:39]=[C:40]([C:42]([F:45])([F:44])[F:43])[CH:41]=1)[CH2:6][N:7]([CH2:20][C:21]1[CH:26]=[C:25]([C:27]([F:30])([F:29])[F:28])[CH:24]=[CH:23][C:22]=1OS(C(F)(F)F)(=O)=O)[C:8]1[N:13]=[CH:12][C:11]([N:14]2[CH2:19][CH2:18][O:17][CH2:16][CH2:15]2)=[CH:10][N:9]=1.[B:57]1([B:57]2[O:61][C:60]([CH3:63])([CH3:62])[C:59]([CH3:65])([CH3:64])[O:58]2)[O:61][C:60]([CH3:63])([CH3:62])[C:59]([CH3:65])([CH3:64])[O:58]1.C([O-])(=O)C.[K+].O. Given the product [F:47][C:2]([F:1])([F:46])[C:3]1[CH:4]=[C:5]([CH:39]=[C:40]([C:42]([F:43])([F:44])[F:45])[CH:41]=1)[CH2:6][N:7]([C:8]1[N:13]=[CH:12][C:11]([N:14]2[CH2:15][CH2:16][O:17][CH2:18][CH2:19]2)=[CH:10][N:9]=1)[CH2:20][C:21]1[CH:26]=[C:25]([C:27]([F:28])([F:29])[F:30])[CH:24]=[CH:23][C:22]=1[B:57]1[O:58][C:59]([CH3:64])([CH3:65])[C:60]([CH3:62])([CH3:63])[O:61]1, predict the reactants needed to synthesize it. (2) The reactants are: C(OC(=O)[NH:7][CH:8]1[CH2:14][CH2:13][CH2:12][N:11]([S:15]([C:18]2[CH:23]=[CH:22][CH:21]=[CH:20][N:19]=2)(=[O:17])=[O:16])[CH2:10][CH:9]1[OH:24])(C)(C)C.Cl.[OH-].[Na+]. Given the product [NH2:7][CH:8]1[CH2:14][CH2:13][CH2:12][N:11]([S:15]([C:18]2[CH:23]=[CH:22][CH:21]=[CH:20][N:19]=2)(=[O:17])=[O:16])[CH2:10][CH:9]1[OH:24], predict the reactants needed to synthesize it.